This data is from Full USPTO retrosynthesis dataset with 1.9M reactions from patents (1976-2016). The task is: Predict the reactants needed to synthesize the given product. (1) Given the product [CH3:29][C:25]1[C:24]([N+:30]([O-:32])=[O:31])=[C:23]([CH2:22][CH2:21][N:5]2[CH2:6][CH2:7][N:2]([C:8]3[C:12]4[CH:13]=[CH:14][CH:15]=[CH:16][C:11]=4[S:10][N:9]=3)[CH2:3][CH2:4]2)[CH:28]=[CH:27][CH:26]=1, predict the reactants needed to synthesize it. The reactants are: Cl.[N:2]1([C:8]2[C:12]3[CH:13]=[CH:14][CH:15]=[CH:16][C:11]=3[S:10][N:9]=2)[CH2:7][CH2:6][NH:5][CH2:4][CH2:3]1.S(C1C=CC(C)=CC=1)(O[CH2:21][CH2:22][C:23]1[CH:28]=[CH:27][CH:26]=[C:25]([CH3:29])[C:24]=1[N+:30]([O-:32])=[O:31])(=O)=O. (2) Given the product [F:8][C:7]1[CH:6]=[C:5]2[C:4](=[CH:3][C:2]=1[F:1])[NH:23][C:10]([C:12]1[CH:17]=[CH:16][C:15]([O:18][CH3:19])=[C:14]([NH2:20])[CH:13]=1)=[CH:9]2, predict the reactants needed to synthesize it. The reactants are: [F:1][C:2]1[C:7]([F:8])=[CH:6][C:5]([CH2:9][C:10]([C:12]2[CH:17]=[CH:16][C:15]([O:18][CH3:19])=[C:14]([N+:20]([O-])=O)[CH:13]=2)=O)=[C:4]([N+:23]([O-])=O)[CH:3]=1. (3) Given the product [CH3:11][O:26][N:25]([CH3:24])[C:4](=[O:5])[C:3]1[CH:7]=[CH:8][CH:9]=[CH:10][C:2]=1[CH3:1], predict the reactants needed to synthesize it. The reactants are: [CH3:1][C:2]1[CH:10]=[CH:9][CH:8]=[CH:7][C:3]=1[C:4](O)=[O:5].[CH3:11]CN=C=NCCCN(C)C.Cl.Cl.[CH3:24][N:25](C)[OH:26]. (4) Given the product [Br:1][C:2]1[CH:8]=[CH:7][C:5]([NH:6][CH2:11][CH2:10][C:9]([OH:13])=[O:12])=[CH:4][CH:3]=1, predict the reactants needed to synthesize it. The reactants are: [Br:1][C:2]1[CH:8]=[CH:7][C:5]([NH2:6])=[CH:4][CH:3]=1.[C:9]([OH:13])(=[O:12])[CH:10]=[CH2:11]. (5) Given the product [CH2:1]([O:3][C:4]([C:6]1[CH:10]=[C:9]([C:11]([OH:13])=[O:12])[N:8]([CH2:16][C:17]([O:19][C:20]([CH3:21])([CH3:23])[CH3:22])=[O:18])[N:7]=1)=[O:5])[CH3:2].[CH2:1]([O:3][C:4]([C:6]1[CH:10]=[C:9]([C:11]([O:13][CH2:14][CH3:15])=[O:12])[N:8]([CH2:16][C:17]([O:19][C:20]([CH3:22])([CH3:21])[CH3:23])=[O:18])[N:7]=1)=[O:5])[CH3:2], predict the reactants needed to synthesize it. The reactants are: [CH2:1]([O:3][C:4]([C:6]1[CH:10]=[C:9]([C:11]([O:13][CH2:14][CH3:15])=[O:12])[N:8]([CH2:16][C:17]([O:19][C:20]([CH3:23])([CH3:22])[CH3:21])=[O:18])[N:7]=1)=[O:5])[CH3:2].[Li+].[OH-].Cl.